This data is from Full USPTO retrosynthesis dataset with 1.9M reactions from patents (1976-2016). The task is: Predict the reactants needed to synthesize the given product. (1) Given the product [ClH:1].[Cl:11][C:12]1[CH:13]=[C:14]([NH:15][C:2]2[C:3]3[NH:10][CH:9]=[CH:8][C:4]=3[N:5]=[CH:6][N:7]=2)[CH:16]=[CH:17][C:18]=1[O:19][CH2:20][C:21]1[CH:26]=[CH:25][CH:24]=[C:23]([F:27])[CH:22]=1, predict the reactants needed to synthesize it. The reactants are: [Cl:1][C:2]1[C:3]2[NH:10][CH:9]=[CH:8][C:4]=2[N:5]=[CH:6][N:7]=1.[Cl:11][C:12]1[CH:13]=[C:14]([CH:16]=[CH:17][C:18]=1[O:19][CH2:20][C:21]1[CH:26]=[CH:25][CH:24]=[C:23]([F:27])[CH:22]=1)[NH2:15]. (2) Given the product [C:1]1([C:7]2[C:8]([CH:12]=[O:13])=[CH:9][O:10][CH:11]=2)[CH:2]=[CH:3][CH:4]=[CH:5][CH:6]=1, predict the reactants needed to synthesize it. The reactants are: [C:1]1([C:7]2[C:8]([CH2:12][OH:13])=[CH:9][O:10][CH:11]=2)[CH:6]=[CH:5][CH:4]=[CH:3][CH:2]=1. (3) Given the product [NH2:1][C:2]1[O:3][C@H:4]([C:26]([F:28])([F:29])[F:27])[CH2:5][C@:6]([C:9]2[CH:10]=[C:11]([CH:12]=[CH:13][C:14]=2[F:15])[CH2:16][CH2:17][C:18]2[CH:25]=[CH:24][C:21]([C:22]#[N:23])=[CH:20][N:19]=2)([CH3:8])[N:7]=1, predict the reactants needed to synthesize it. The reactants are: [NH2:1][C:2]1[O:3][C@H:4]([C:26]([F:29])([F:28])[F:27])[CH2:5][C@:6]([C:9]2[CH:10]=[C:11]([C:16]#[C:17][C:18]3[CH:25]=[CH:24][C:21]([C:22]#[N:23])=[CH:20][N:19]=3)[CH:12]=[CH:13][C:14]=2[F:15])([CH3:8])[N:7]=1. (4) The reactants are: Br[C:2]1[CH:7]=[CH:6][C:5]([Cl:8])=[C:4]([CH2:9][C:10]2[CH:15]=[CH:14][C:13]([CH2:16][O:17][CH:18]3[CH2:20][CH2:19]3)=[CH:12][CH:11]=2)[CH:3]=1.[Li][CH2:22]CCC.C[Si](C)(C)[O:28][C@@H:29]1[C@@H:34]([O:35][Si](C)(C)C)[C@H:33]([O:40][Si](C)(C)C)[C@@H:32]([CH2:45][O:46][Si](C)(C)C)[O:31][C:30]1=[O:51].CS(O)(=O)=O. Given the product [Cl:8][C:5]1[CH:6]=[CH:7][C:2]([C:30]2([O:51][CH3:22])[C@H:29]([OH:28])[C@@H:34]([OH:35])[C@H:33]([OH:40])[C@@H:32]([CH2:45][OH:46])[O:31]2)=[CH:3][C:4]=1[CH2:9][C:10]1[CH:15]=[CH:14][C:13]([CH2:16][O:17][CH:18]2[CH2:20][CH2:19]2)=[CH:12][CH:11]=1, predict the reactants needed to synthesize it. (5) Given the product [F:17][C:16]([F:18])([F:19])[CH2:15][O:14][C:7]1[CH:6]=[C:3]([CH:2]=[CH:9][C:8]=1[C:10]([F:13])([F:11])[F:12])[C:4]#[N:5], predict the reactants needed to synthesize it. The reactants are: N[C:2]1[CH:9]=[C:8]([C:10]([F:13])([F:12])[F:11])[C:7]([O:14][CH2:15][C:16]([F:19])([F:18])[F:17])=[CH:6][C:3]=1[C:4]#[N:5].N(OCCC(C)C)=O. (6) Given the product [F:1][C:2]1[CH:7]=[CH:6][C:5]([C:8]2[CH:9]=[C:10]([CH2:19][N:26]3[CH2:31][CH2:30][O:29][CH2:28][CH2:27]3)[C:11](=[O:18])[N:12]([CH2:14][CH:15]([CH3:17])[CH3:16])[N:13]=2)=[CH:4][C:3]=1[CH3:25], predict the reactants needed to synthesize it. The reactants are: [F:1][C:2]1[CH:7]=[CH:6][C:5]([C:8]2[CH:9]=[C:10]([CH2:19]OS(C)(=O)=O)[C:11](=[O:18])[N:12]([CH2:14][CH:15]([CH3:17])[CH3:16])[N:13]=2)=[CH:4][C:3]=1[CH3:25].[NH:26]1[CH2:31][CH2:30][O:29][CH2:28][CH2:27]1. (7) Given the product [NH2:7][C:6]1[CH:8]=[CH:9][C:3]([CH2:2][NH:1][C:15](=[O:16])[O:14][C:11]([CH3:13])([CH3:12])[CH3:10])=[CH:4][CH:5]=1, predict the reactants needed to synthesize it. The reactants are: [NH2:1][CH2:2][C:3]1[CH:9]=[CH:8][C:6]([NH2:7])=[CH:5][CH:4]=1.[CH3:10][C:11]([O:14][C:15](O[C:15]([O:14][C:11]([CH3:13])([CH3:12])[CH3:10])=[O:16])=[O:16])([CH3:13])[CH3:12].